This data is from Forward reaction prediction with 1.9M reactions from USPTO patents (1976-2016). The task is: Predict the product of the given reaction. (1) Given the reactants [CH3:1][N:2]([CH:22]1[CH2:27][CH2:26][NH:25][CH2:24][CH2:23]1)[CH2:3][C:4]1[CH:9]=[CH:8][N:7]=[C:6]([C:10]2[CH:15]=[C:14]([O:16][CH3:17])[C:13]([O:18][CH3:19])=[C:12]([O:20][CH3:21])[CH:11]=2)[CH:5]=1.[Cl:28][CH2:29][C:30]1[CH:35]=[CH:34][N:33]=[C:32]([C:36]2[CH:41]=[C:40]([O:42][CH3:43])[C:39]([O:44][CH3:45])=[C:38]([O:46][CH3:47])[CH:37]=2)[CH:31]=1, predict the reaction product. The product is: [ClH:28].[ClH:28].[ClH:28].[ClH:28].[CH3:1][N:2]([CH:22]1[CH2:27][CH2:26][N:25]([CH2:29][C:30]2[CH:35]=[CH:34][N:33]=[C:32]([C:36]3[CH:41]=[C:40]([O:42][CH3:43])[C:39]([O:44][CH3:45])=[C:38]([O:46][CH3:47])[CH:37]=3)[CH:31]=2)[CH2:24][CH2:23]1)[CH2:3][C:4]1[CH:9]=[CH:8][N:7]=[C:6]([C:10]2[CH:11]=[C:12]([O:20][CH3:21])[C:13]([O:18][CH3:19])=[C:14]([O:16][CH3:17])[CH:15]=2)[CH:5]=1. (2) Given the reactants [C:1]([C:3]1[CH:4]=[C:5]([NH:9][C:10](=[O:24])[N:11]([CH2:13][CH2:14][C:15]2[CH:20]=[CH:19][C:18](B(O)O)=[CH:17][CH:16]=2)[CH3:12])[CH:6]=[CH:7][CH:8]=1)#[N:2].[NH2:25][C:26]1[CH:27]=[C:28]2[C:33](=[CH:34][CH:35]=1)[C:32]([N:36]([C:44]([O:46][C:47]([CH3:50])([CH3:49])[CH3:48])=[O:45])[C:37]([O:39][C:40]([CH3:43])([CH3:42])[CH3:41])=[O:38])=[N:31][CH:30]=[CH:29]2.O.[C:52]([OH:56])(=[O:55])[CH:53]=O, predict the reaction product. The product is: [C:47]([O:46][C:44]([N:36]([C:37]([O:39][C:40]([CH3:41])([CH3:42])[CH3:43])=[O:38])[C:32]1[C:33]2[C:28](=[CH:27][C:26]([NH:25][CH:53]([C:18]3[CH:19]=[CH:20][C:15]([CH2:14][CH2:13][N:11]([CH3:12])[C:10]([NH:9][C:5]4[CH:6]=[CH:7][CH:8]=[C:3]([C:1]#[N:2])[CH:4]=4)=[O:24])=[CH:16][CH:17]=3)[C:52]([OH:56])=[O:55])=[CH:35][CH:34]=2)[CH:29]=[CH:30][N:31]=1)=[O:45])([CH3:50])([CH3:49])[CH3:48]. (3) The product is: [Cl:11][C:6]1[CH:5]=[C:4]([C:2](=[O:3])[CH2:1][CH:18]([OH:19])[C:17]([OH:21])=[O:20])[CH:9]=[CH:8][C:7]=1[Cl:10]. Given the reactants [CH3:1][C:2]([C:4]1[CH:9]=[CH:8][C:7]([Cl:10])=[C:6]([Cl:11])[CH:5]=1)=[O:3].C(O)(=O)C.O.[C:17]([OH:21])(=[O:20])[CH:18]=[O:19], predict the reaction product.